Dataset: Full USPTO retrosynthesis dataset with 1.9M reactions from patents (1976-2016). Task: Predict the reactants needed to synthesize the given product. Given the product [CH2:28]([O:26][C:25]1[CH:27]=[C:20]([CH2:19][C@H:15]([NH:14][C:7]([O:9][C:10]([CH3:12])([CH3:13])[CH3:11])=[O:8])[C:16]([O:18][CH2:19][C:20]2[CH:27]=[CH:25][CH:23]=[CH:22][CH:21]=2)=[O:17])[CH:21]=[CH:22][C:23]=1[O:24][CH2:28][C:29]1[CH:34]=[CH:33][CH:32]=[CH:31][CH:30]=1)[C:29]1[CH:34]=[CH:33][CH:32]=[CH:31][CH:30]=1, predict the reactants needed to synthesize it. The reactants are: C([O-])([O-])=O.[K+].[K+].[C:7]([NH:14][C@@H:15]([CH2:19][C:20]1[CH:27]=[C:25]([OH:26])[C:23]([OH:24])=[CH:22][CH:21]=1)[C:16]([OH:18])=[O:17])([O:9][C:10]([CH3:13])([CH3:12])[CH3:11])=[O:8].[CH2:28](Br)[C:29]1[CH:34]=[CH:33][CH:32]=[CH:31][CH:30]=1.